Dataset: Reaction yield outcomes from USPTO patents with 853,638 reactions. Task: Predict the reaction yield, written as a fraction of the theoretical maximum amount of product (1.0 means a 100% yield; for example, 0.34 means a 34% yield). The reactants are [C:1]([C:3]1[CH:8]=[CH:7][CH:6]=[CH:5][C:4]=1[C:9]1[CH:14]=[CH:13][C:12]([CH2:15][C:16]2[C:17](=[O:39])[N:18]([C@H:28]3[CH2:33][CH2:32][C@H:31]([C:34]([O:36]CC)=[O:35])[CH2:30][CH2:29]3)[C:19]3[N:20]([N:25]=[CH:26][N:27]=3)[C:21]=2[CH2:22][CH2:23][CH3:24])=[CH:11][CH:10]=1)#[N:2].[OH-].[Na+].CO.Cl. The catalyst is O.O1CCCC1. The product is [C:1]([C:3]1[CH:8]=[CH:7][CH:6]=[CH:5][C:4]=1[C:9]1[CH:14]=[CH:13][C:12]([CH2:15][C:16]2[C:17](=[O:39])[N:18]([C@H:28]3[CH2:33][CH2:32][C@H:31]([C:34]([OH:36])=[O:35])[CH2:30][CH2:29]3)[C:19]3[N:20]([N:25]=[CH:26][N:27]=3)[C:21]=2[CH2:22][CH2:23][CH3:24])=[CH:11][CH:10]=1)#[N:2]. The yield is 0.930.